This data is from Reaction yield outcomes from USPTO patents with 853,638 reactions. The task is: Predict the reaction yield, written as a fraction of the theoretical maximum amount of product (1.0 means a 100% yield; for example, 0.34 means a 34% yield). (1) The catalyst is O1CCCC1. The reactants are [CH3:1][C:2]1[N:25]([CH3:26])[C:5]2[CH:6]=[C:7]([C:22](O)=[O:23])[C:8]3[CH2:9][CH2:10][C:11]4([NH:20][C:21]=3[C:4]=2[N:3]=1)[CH2:19][C:18]1[C:13](=[CH:14][CH:15]=[CH:16][CH:17]=1)[CH2:12]4.[CH2:27]([NH2:29])[CH3:28]. The product is [CH2:27]([NH:29][C:22]([C:7]1[C:8]2[CH2:9][CH2:10][C:11]3([NH:20][C:21]=2[C:4]2[N:3]=[C:2]([CH3:1])[N:25]([CH3:26])[C:5]=2[CH:6]=1)[CH2:19][C:18]1[C:13](=[CH:14][CH:15]=[CH:16][CH:17]=1)[CH2:12]3)=[O:23])[CH3:28]. The yield is 0.430. (2) The reactants are [CH3:1][C:2]([CH3:23])([CH3:22])[C:3]([O:5][CH2:6][C:7]1[NH:16][C:15](=[O:17])[C:14]2[C:9](=[CH:10][C:11]3[CH2:20][CH2:19][C:18](=O)[C:12]=3[CH:13]=2)[N:8]=1)=[O:4].[NH2:24][C:25]1[CH:37]=[CH:36][C:28]([C:29]([O:31][C:32]([CH3:35])([CH3:34])[CH3:33])=[O:30])=[CH:27][CH:26]=1.[B][B][B][B][B][B][B][B][B][B]. The catalyst is CO.C(Cl)Cl. The product is [CH3:22][C:2]([CH3:23])([CH3:1])[C:3]([O:5][CH2:6][C:7]1[NH:16][C:15](=[O:17])[C:14]2[C:9](=[CH:10][C:11]3[CH2:20][CH2:19][CH:18]([NH:24][C:25]4[CH:37]=[CH:36][C:28]([C:29]([O:31][C:32]([CH3:33])([CH3:34])[CH3:35])=[O:30])=[CH:27][CH:26]=4)[C:12]=3[CH:13]=2)[N:8]=1)=[O:4]. The yield is 0.580. (3) The reactants are [F:1][C:2]([F:20])([F:19])[C:3]1[CH:8]=[CH:7][C:6]([C:9]2[CH:13]=[C:12]([CH2:14][CH2:15][CH2:16][CH2:17][OH:18])[O:11][N:10]=2)=[CH:5][CH:4]=1.O[C:22]1[CH:23]=[C:24]([CH2:28][C:29]([O:31]C)=[O:30])[CH:25]=[CH:26][CH:27]=1.C1(P(C2C=CC=CC=2)C2C=CC=CC=2)C=CC=CC=1.N(C(OCC)=O)=NC(OCC)=O. The catalyst is C1(C)C=CC=CC=1.O1CCCC1. The product is [F:20][C:2]([F:1])([F:19])[C:3]1[CH:4]=[CH:5][C:6]([C:9]2[CH:13]=[C:12]([CH2:14][CH2:15][CH2:16][CH2:17][O:18][C:22]3[CH:23]=[C:24]([CH2:28][C:29]([OH:31])=[O:30])[CH:25]=[CH:26][CH:27]=3)[O:11][N:10]=2)=[CH:7][CH:8]=1. The yield is 0.780. (4) The reactants are [CH:1]1[C:11]2[CH:10]=[CH:9][C:8]3[CH:12]=[CH:13][CH:14]=[CH:15][C:7]=3[NH:6][C:5]=2[CH:4]=[CH:3][CH:2]=1.S([O-])([O-])(=O)=O.[CH2:21]([N+:25](CCCC)(CCCC)CCCC)[CH2:22]CC.C([N+](CCCC)(CCCC)CCCC)CCC.BrCC#N.[OH-].[Na+]. The catalyst is C(Cl)Cl.O. The product is [CH:1]1[C:11]2[CH:10]=[CH:9][C:8]3[CH:12]=[CH:13][CH:14]=[CH:15][C:7]=3[N:6]([CH2:22][C:21]#[N:25])[C:5]=2[CH:4]=[CH:3][CH:2]=1. The yield is 0.500. (5) The reactants are N[C:2]1[CH:3]=[C:4]([OH:12])[CH:5]=[C:6]([C:8]([F:11])([F:10])[F:9])[CH:7]=1.S(=O)(=O)(O)O.N([O-])=O.[Na+].[I-:22].[K+]. The catalyst is O. The product is [I:22][C:2]1[CH:3]=[C:4]([OH:12])[CH:5]=[C:6]([C:8]([F:11])([F:10])[F:9])[CH:7]=1. The yield is 0.790. (6) The reactants are [C:1]([CH:3]([C:5]1[CH:6]=[C:7]([CH:12]=[CH:13][CH:14]=1)[C:8]([O:10][CH3:11])=[O:9])[CH3:4])#[N:2].C[O-].[Na+].Br[CH2:19][CH:20]1[CH2:22][CH2:21]1.[H-].[Na+]. The catalyst is C(#N)C.C(OCC)C. The product is [C:1]([C:3]([C:5]1[CH:6]=[C:7]([CH:12]=[CH:13][CH:14]=1)[C:8]([O:10][CH3:11])=[O:9])([CH3:4])[CH2:19][CH:20]1[CH2:22][CH2:21]1)#[N:2]. The yield is 0.0670. (7) The reactants are [F:1][C:2]([F:26])([F:25])[C:3]1[CH:4]=[C:5]([S:9][CH:10]([CH:12]2[CH2:17][CH2:16][CH2:15][N:14]([C:18]([O:20][C:21]([CH3:24])([CH3:23])[CH3:22])=[O:19])[CH2:13]2)[CH3:11])[CH:6]=[CH:7][CH:8]=1.[OH:27]OS([O-])=O.[K+].[OH2:33]. The catalyst is CO. The product is [F:26][C:2]([F:1])([F:25])[C:3]1[CH:4]=[C:5]([S:9]([CH:10]([CH:12]2[CH2:17][CH2:16][CH2:15][N:14]([C:18]([O:20][C:21]([CH3:22])([CH3:24])[CH3:23])=[O:19])[CH2:13]2)[CH3:11])(=[O:27])=[O:33])[CH:6]=[CH:7][CH:8]=1. The yield is 0.240. (8) The reactants are Cl[C:2](=[N:13][OH:14])[C:3]1[CH:12]=[CH:11][C:6]([C:7]([O:9][CH3:10])=[O:8])=[CH:5][CH:4]=1.[C:15]([C:17]1[CH:22]=[CH:21][C:20]([C:23]([F:26])([F:25])[F:24])=[CH:19][CH:18]=1)#[CH:16].C(N(CC)CC)C.O. The catalyst is O1CCCC1. The product is [F:24][C:23]([F:25])([F:26])[C:20]1[CH:19]=[CH:18][C:17]([C:15]2[O:14][N:13]=[C:2]([C:3]3[CH:12]=[CH:11][C:6]([C:7]([O:9][CH3:10])=[O:8])=[CH:5][CH:4]=3)[CH:16]=2)=[CH:22][CH:21]=1. The yield is 0.650.